Dataset: Full USPTO retrosynthesis dataset with 1.9M reactions from patents (1976-2016). Task: Predict the reactants needed to synthesize the given product. (1) Given the product [Cl:1][C:2]1[CH:3]=[C:4]([CH:29]=[C:30]([Cl:32])[CH:31]=1)[CH2:5][N:6]1[CH:10]=[CH:9][N:8]=[C:7]1[CH2:11][N:12]([CH2:21][C:22]1[CH:27]=[CH:26][CH:25]=[C:24]([F:28])[CH:23]=1)[CH2:13][CH2:14][N:15]1[CH2:16][CH2:17][N:18]([C:34](=[O:35])[CH3:33])[CH2:19][CH2:20]1, predict the reactants needed to synthesize it. The reactants are: [Cl:1][C:2]1[CH:3]=[C:4]([CH:29]=[C:30]([Cl:32])[CH:31]=1)[CH2:5][N:6]1[CH:10]=[CH:9][N:8]=[C:7]1[CH2:11][N:12]([CH2:21][C:22]1[CH:27]=[CH:26][CH:25]=[C:24]([F:28])[CH:23]=1)[CH2:13][CH2:14][N:15]1[CH2:20][CH2:19][NH:18][CH2:17][CH2:16]1.[CH3:33][C:34](OC(C)=O)=[O:35].C([O-])(O)=O.[Na+]. (2) Given the product [CH:26]1([N:24]([CH2:23][C:21]2[CH:22]=[C:13]([C:12]#[C:11][C:8]3[CH:9]=[CH:10][C:5]([CH2:4][C:3]([OH:33])=[O:2])=[CH:6][CH:7]=3)[CH:14]=[C:15]3[C:20]=2[O:19][C:18]([CH3:29])([CH3:30])[CH2:17][C:16]3([CH3:32])[CH3:31])[CH3:25])[CH2:28][CH2:27]1, predict the reactants needed to synthesize it. The reactants are: C[O:2][C:3](=[O:33])[CH2:4][C:5]1[CH:10]=[CH:9][C:8]([C:11]#[C:12][C:13]2[CH:14]=[C:15]3[C:20](=[C:21]([CH2:23][N:24]([CH:26]4[CH2:28][CH2:27]4)[CH3:25])[CH:22]=2)[O:19][C:18]([CH3:30])([CH3:29])[CH2:17][C:16]3([CH3:32])[CH3:31])=[CH:7][CH:6]=1.[OH-].[Na+]. (3) Given the product [CH2:1]([N:3]1[C:7]([C@H:13]2[CH2:18][CH2:17][CH2:16][CH2:15][C@@H:14]2[OH:19])=[CH:6][CH:5]=[N:4]1)[CH3:2], predict the reactants needed to synthesize it. The reactants are: [CH2:1]([N:3]1[CH:7]=[CH:6][CH:5]=[N:4]1)[CH3:2].C([Li])CCC.[CH:13]12[O:19][CH:14]1[CH2:15][CH2:16][CH2:17][CH2:18]2. (4) Given the product [Br:31][C:32]1[CH:33]=[C:34]([NH:1][C:2]2[C:6]([C:7](=[O:9])[NH2:8])=[CH:5][N:4]([C:10]3([CH2:23][C:24]#[N:25])[CH2:15][CH2:14][N:13]([C:16]([O:18][C:19]([CH3:20])([CH3:21])[CH3:22])=[O:17])[CH2:12][CH2:11]3)[N:3]=2)[CH:35]=[CH:36][CH:37]=1, predict the reactants needed to synthesize it. The reactants are: [NH2:1][C:2]1[C:6]([C:7](=[O:9])[NH2:8])=[CH:5][N:4]([C:10]2([CH2:23][C:24]#[N:25])[CH2:15][CH2:14][N:13]([C:16]([O:18][C:19]([CH3:22])([CH3:21])[CH3:20])=[O:17])[CH2:12][CH2:11]2)[N:3]=1.C([O-])(=O)C.[K+].[Br:31][C:32]1[CH:37]=[CH:36][CH:35]=[C:34](Br)[CH:33]=1.C(P(C(C)(C)C)C1C(C)=C(C)C(C)=C(C)C=1C1C(C(C)C)=CC(C(C)C)=CC=1C(C)C)(C)(C)C. (5) Given the product [CH3:1][C:2]1([CH3:14])[C:6]([CH3:7])([CH3:8])[O:5][B:4]([C:9]2[CH:13]=[N:12][N:11]([CH2:17][CH2:16][C:15]#[N:18])[CH:10]=2)[O:3]1, predict the reactants needed to synthesize it. The reactants are: [CH3:1][C:2]1([CH3:14])[C:6]([CH3:8])([CH3:7])[O:5][B:4]([C:9]2[CH:10]=[N:11][NH:12][CH:13]=2)[O:3]1.[C:15](#[N:18])[CH:16]=[CH2:17].N12CCCN=C1CCCCC2. (6) Given the product [ClH:1].[ClH:1].[NH2:28][C@@H:25]1[CH2:26][CH2:27][N:23]([C:2]2[CH:11]=[CH:10][C:9]3[C:8]([C:12]([NH:14][CH2:15][CH:16]4[CH2:21][CH2:20][CH2:19][CH2:18][CH2:17]4)=[O:13])=[C:7]([Cl:22])[CH:6]=[CH:5][C:4]=3[N:3]=2)[CH2:24]1, predict the reactants needed to synthesize it. The reactants are: [Cl:1][C:2]1[CH:11]=[CH:10][C:9]2[C:8]([C:12]([NH:14][CH2:15][CH:16]3[CH2:21][CH2:20][CH2:19][CH2:18][CH2:17]3)=[O:13])=[C:7]([Cl:22])[CH:6]=[CH:5][C:4]=2[N:3]=1.[NH:23]1[CH2:27][CH2:26][C@@H:25]([NH2:28])[CH2:24]1. (7) Given the product [CH3:29][C:24]1[CH:23]=[C:22]([N:6]([CH2:7][CH2:8][C:9]2[C:14]([F:15])=[CH:13][C:12]([C:16]([F:18])([F:17])[F:19])=[C:11]([F:20])[C:10]=2[F:21])[C:4](=[O:5])[C:3](=[O:43])[C:30]2[CH:35]=[CH:34][CH:33]=[CH:32][CH:31]=2)[CH:27]=[CH:26][C:25]=1[CH3:28], predict the reactants needed to synthesize it. The reactants are: Cl.N[C@@H:3]([C:30]1[CH:35]=[CH:34][CH:33]=[CH:32][CH:31]=1)[C:4]([N:6]([C:22]1[CH:27]=[CH:26][C:25]([CH3:28])=[C:24]([CH3:29])[CH:23]=1)[CH2:7][CH2:8][C:9]1[C:14]([F:15])=[CH:13][C:12]([C:16]([F:19])([F:18])[F:17])=[C:11]([F:20])[C:10]=1[F:21])=[O:5].C(C(O)=O)(=[O:43])C1C=CC=CC=1. (8) Given the product [Cl:15][C:16]1[CH:17]=[C:18]([N:23]2[CH:2]=[C:1]([C@H:3]3[CH2:7][CH2:6][CH2:5][N:4]3[C:8]([O:10][C:11]([CH3:14])([CH3:13])[CH3:12])=[O:9])[N:25]=[N:24]2)[CH:19]=[CH:20][CH:21]=1, predict the reactants needed to synthesize it. The reactants are: [C:1]([C@H:3]1[CH2:7][CH2:6][CH2:5][N:4]1[C:8]([O:10][C:11]([CH3:14])([CH3:13])[CH3:12])=[O:9])#[CH:2].[Cl:15][C:16]1[CH:17]=[C:18](I)[CH:19]=[CH:20][CH:21]=1.[N-:23]=[N+:24]=[N-:25].[Na+].O=C1O[C@H]([C@H](CO)O)C([O-])=C1O.[Na+].N1CCC[C@H]1C(O)=O.C([O-])([O-])=O.[Na+].[Na+].[NH4+].[OH-].